Task: Predict the reactants needed to synthesize the given product.. Dataset: Full USPTO retrosynthesis dataset with 1.9M reactions from patents (1976-2016) (1) Given the product [CH3:24][C:6]1([CH2:5][CH2:4][CH2:3][NH:2][CH3:1])[CH2:15][C:14]2[C:9](=[CH:10][CH:11]=[CH:12][CH:13]=2)[N:8]([C:16]2[CH:17]=[CH:18][CH:19]=[CH:20][CH:21]=2)[C:7]1=[O:22], predict the reactants needed to synthesize it. The reactants are: [CH3:1][NH:2][CH2:3][CH2:4][CH2:5][CH:6]1[CH2:15][C:14]2[C:9](=[CH:10][CH:11]=[CH:12][CH:13]=2)[N:8]([C:16]2[CH:21]=[CH:20][CH:19]=[CH:18][CH:17]=2)[C:7]1=[O:22].Cl[CH2:24]CCC1(C)CC2C(=CC=CC=2)N(C2C=CC=CC=2)C1=O. (2) Given the product [F:15][C:3]1[C:4](=[O:14])[N:5]2[C:9](=[C:10]([C:11]([OH:13])=[O:12])[C:2]=1[NH:19][C:18]1[CH:20]=[CH:21][C:22]([I:24])=[CH:23][C:17]=1[F:16])[CH2:8][CH2:7][CH2:6]2, predict the reactants needed to synthesize it. The reactants are: Cl[C:2]1[C:10]([C:11]([OH:13])=[O:12])=[C:9]2[N:5]([CH2:6][CH2:7][CH2:8]2)[C:4](=[O:14])[C:3]=1[F:15].[F:16][C:17]1[CH:23]=[C:22]([I:24])[CH:21]=[CH:20][C:18]=1[NH2:19].[Li+].C[Si]([N-][Si](C)(C)C)(C)C. (3) Given the product [CH2:1]([O:3][C:4]1[CH:13]=[CH:12][C:11]2[C:6](=[CH:7][CH:8]=[CH:9][CH:10]=2)[C:5]=1[CH2:14][OH:15])[CH3:2], predict the reactants needed to synthesize it. The reactants are: [CH2:1]([O:3][C:4]1[CH:13]=[CH:12][C:11]2[C:6](=[CH:7][CH:8]=[CH:9][CH:10]=2)[C:5]=1[C:14](O)=[O:15])[CH3:2].C1COCC1. (4) Given the product [Cl:1][C:2]1[CH:8]=[C:7]([Cl:9])[C:6]2[CH:18]3[CH:17]=[CH:16][CH2:20][CH:19]3[CH:12]([C:11]([OH:15])=[O:14])[NH:5][C:4]=2[CH:3]=1, predict the reactants needed to synthesize it. The reactants are: [Cl:1][C:2]1[CH:3]=[C:4]([CH:6]=[C:7]([Cl:9])[CH:8]=1)[NH2:5].O.[C:11]([OH:15])(=[O:14])[CH:12]=O.[CH:16]1[CH2:20][CH:19]=[CH:18][CH:17]=1. (5) Given the product [CH2:50]([N:47]1[C:42]2=[N:43][C:44]([CH2:45][CH3:46])=[C:39]([CH2:38][NH:37][C:12]([C:10]3[N:11]=[C:6]([C:4]([O:3][CH3:2])=[O:5])[CH:7]=[CH:8][CH:9]=3)=[O:14])[C:40]([NH:52][CH:53]3[CH2:54][CH2:55][O:56][CH2:57][CH2:58]3)=[C:41]2[CH:49]=[N:48]1)[CH3:51], predict the reactants needed to synthesize it. The reactants are: [K+].[CH3:2][O:3][C:4]([C:6]1[N:11]=[C:10]([C:12]([O-:14])=O)[CH:9]=[CH:8][CH:7]=1)=[O:5].CN(C(ON1N=NC2C=CC=CC1=2)=[N+](C)C)C.[B-](F)(F)(F)F.[NH2:37][CH2:38][C:39]1[C:44]([CH2:45][CH3:46])=[N:43][C:42]2[N:47]([CH2:50][CH3:51])[N:48]=[CH:49][C:41]=2[C:40]=1[NH:52][CH:53]1[CH2:58][CH2:57][O:56][CH2:55][CH2:54]1. (6) Given the product [CH2:1]([C@@:4]1([CH3:30])[CH2:9][C@H:8]([C:10]2[CH:15]=[CH:14][CH:13]=[C:12]([Cl:16])[CH:11]=2)[C@@H:7]([C:17]2[CH:18]=[CH:19][C:20]([Cl:23])=[CH:21][CH:22]=2)[N:6]([C@@H:24]([CH2:27][CH3:28])[CH:25]=[O:26])[C:5]1=[O:29])[CH:2]=[CH2:3], predict the reactants needed to synthesize it. The reactants are: [CH2:1]([C@@:4]1([CH3:30])[CH2:9][C@H:8]([C:10]2[CH:15]=[CH:14][CH:13]=[C:12]([Cl:16])[CH:11]=2)[C@@H:7]([C:17]2[CH:22]=[CH:21][C:20]([Cl:23])=[CH:19][CH:18]=2)[N:6]([C@@H:24]([CH2:27][CH3:28])[CH2:25][OH:26])[C:5]1=[O:29])[CH:2]=[CH2:3].O.CC(OI1(OC(C)=O)(OC(C)=O)OC(=O)C2C=CC=CC1=2)=O.C(OCC)C. (7) Given the product [C:1]([C:5]1[CH:10]=[CH:9][C:8]([C:11]2[CH:12]=[C:13]([CH:17]3[CH2:26][C:25]([CH3:28])([CH3:27])[C:24]4[C:19](=[CH:20][CH:21]=[C:22]([C:29]([NH:38][S:35]([CH:32]5[CH2:34][CH2:33]5)(=[O:37])=[O:36])=[O:30])[CH:23]=4)[NH:18]3)[CH:14]=[N:15][CH:16]=2)=[CH:7][CH:6]=1)([CH3:4])([CH3:2])[CH3:3], predict the reactants needed to synthesize it. The reactants are: [C:1]([C:5]1[CH:10]=[CH:9][C:8]([C:11]2[CH:12]=[C:13]([CH:17]3[CH2:26][C:25]([CH3:28])([CH3:27])[C:24]4[C:19](=[CH:20][CH:21]=[C:22]([C:29](O)=[O:30])[CH:23]=4)[NH:18]3)[CH:14]=[N:15][CH:16]=2)=[CH:7][CH:6]=1)([CH3:4])([CH3:3])[CH3:2].[CH:32]1([S:35]([NH2:38])(=[O:37])=[O:36])[CH2:34][CH2:33]1.